Dataset: Catalyst prediction with 721,799 reactions and 888 catalyst types from USPTO. Task: Predict which catalyst facilitates the given reaction. Product: [CH3:22][N:15]1[C:13]2=[C:14]3[N:10]([C:11]([C:23]4[CH:24]=[CH:25][CH:26]=[CH:27][CH:28]=4)=[C:12]2[C:18](=[O:19])[N:17]([CH3:20])[C:16]1=[O:21])[CH2:9][CH:8]=[C:7]3[C:38]1[O:39][C:40]([CH3:43])=[CH:41][CH:42]=1. Reactant: FC(F)(F)S(O[C:7]1[C:14]2[N:10]([C:11]([C:23]3[CH:28]=[CH:27][CH:26]=[CH:25][CH:24]=3)=[C:12]3[C:18](=[O:19])[N:17]([CH3:20])[C:16](=[O:21])[N:15]([CH3:22])[C:13]3=2)[CH2:9][CH:8]=1)(=O)=O.[Br-].[Li+].C([Sn](CCCC)(CCCC)[C:38]1[O:39][C:40]([CH3:43])=[CH:41][CH:42]=1)CCC. The catalyst class is: 116.